This data is from Reaction yield outcomes from USPTO patents with 853,638 reactions. The task is: Predict the reaction yield, written as a fraction of the theoretical maximum amount of product (1.0 means a 100% yield; for example, 0.34 means a 34% yield). The reactants are [B:10]1([B:10]2[O:14][C:13]([CH3:16])([CH3:15])[C:12]([CH3:18])([CH3:17])[O:11]2)[O:14][C:13]([CH3:16])([CH3:15])[C:12]([CH3:18])([CH3:17])[O:11]1.C([O-])(=O)C.[K+].I[C:25]1[CH:26]=[N:27][N:28]([CH:30]2[CH2:35][CH2:34][N:33]([C:36]([O:38][C:39]([CH3:42])([CH3:41])[CH3:40])=[O:37])[CH2:32][CH2:31]2)[CH:29]=1. The catalyst is CS(C)=O.C1C=CC([P]([Pd]([P](C2C=CC=CC=2)(C2C=CC=CC=2)C2C=CC=CC=2)([P](C2C=CC=CC=2)(C2C=CC=CC=2)C2C=CC=CC=2)[P](C2C=CC=CC=2)(C2C=CC=CC=2)C2C=CC=CC=2)(C2C=CC=CC=2)C2C=CC=CC=2)=CC=1. The product is [CH3:16][C:13]1([CH3:15])[C:12]([CH3:17])([CH3:18])[O:11][B:10]([C:25]2[CH:26]=[N:27][N:28]([CH:30]3[CH2:31][CH2:32][N:33]([C:36]([O:38][C:39]([CH3:42])([CH3:41])[CH3:40])=[O:37])[CH2:34][CH2:35]3)[CH:29]=2)[O:14]1. The yield is 0.830.